Task: Predict which catalyst facilitates the given reaction.. Dataset: Catalyst prediction with 721,799 reactions and 888 catalyst types from USPTO (1) Reactant: [CH2:1]([N:3]1[C:12]2[C:7](=[CH:8][C:9]([N+:13]([O-])=O)=[CH:10][CH:11]=2)[C:6](=[O:16])[N:5]([CH2:17][CH2:18][C:19]#[N:20])[C:4]1=[O:21])[CH3:2].[Sn](Cl)Cl. Product: [NH2:13][C:9]1[CH:8]=[C:7]2[C:12](=[CH:11][CH:10]=1)[N:3]([CH2:1][CH3:2])[C:4](=[O:21])[N:5]([CH2:17][CH2:18][C:19]#[N:20])[C:6]2=[O:16]. The catalyst class is: 8. (2) Reactant: [C:1]([O:4][C@@H:5]1[C@@H:11]([O:12][C:13](=[O:15])[CH3:14])[C@:10]2([C:17]3[CH:22]=[CH:21][C:20]([Cl:23])=[C:19]([CH2:24][C:25]4[CH:30]=[CH:29][C:28]([O:31][CH2:32][CH3:33])=[CH:27][CH:26]=4)[CH:18]=3)[O:16][C@@:7]([CH2:34][O:35][C:36](=[O:38])[CH3:37])([CH2:8][O:9]2)[C@H:6]1[O:39][C:40](=[O:42])[CH3:41])(=[O:3])[CH3:2].BrN1C(=[O:49])CCC1=O.O.ClCCl. Product: [C:1]([O:4][C@@H:5]1[C@@H:11]([O:12][C:13](=[O:15])[CH3:14])[C@:10]2([C:17]3[CH:22]=[CH:21][C:20]([Cl:23])=[C:19]([CH:24]([C:25]4[CH:30]=[CH:29][C:28]([O:31][CH2:32][CH3:33])=[CH:27][CH:26]=4)[OH:49])[CH:18]=3)[O:16][C@@:7]([CH2:34][O:35][C:36](=[O:38])[CH3:37])([CH2:8][O:9]2)[C@H:6]1[O:39][C:40](=[O:42])[CH3:41])(=[O:3])[CH3:2]. The catalyst class is: 734.